This data is from M1 muscarinic receptor agonist screen with 61,833 compounds. The task is: Binary Classification. Given a drug SMILES string, predict its activity (active/inactive) in a high-throughput screening assay against a specified biological target. The compound is S(c1n(c(nn1)c1ccc(cc1)C)C)CC(=O)CC(=O)Nc1c(OC)cccc1. The result is 0 (inactive).